From a dataset of Forward reaction prediction with 1.9M reactions from USPTO patents (1976-2016). Predict the product of the given reaction. (1) Given the reactants [C:1]12([CH:7]([C:22]3[CH:27]=[CH:26][CH:25]=[CH:24][CH:23]=3)[NH:8][C:9](=[O:21])[C:10]3[CH:15]=[C:14]([C:16]([F:19])([F:18])[F:17])[CH:13]=[CH:12][C:11]=3[Cl:20])[CH2:6][CH:4]([CH2:5]1)[CH2:3][NH:2]2.Cl, predict the reaction product. The product is: [ClH:20].[C:1]12([CH:7]([C:22]3[CH:27]=[CH:26][CH:25]=[CH:24][CH:23]=3)[NH:8][C:9](=[O:21])[C:10]3[CH:15]=[C:14]([C:16]([F:18])([F:19])[F:17])[CH:13]=[CH:12][C:11]=3[Cl:20])[CH2:5][CH:4]([CH2:6]1)[CH2:3][NH:2]2. (2) The product is: [OH:40][CH2:39][C:38]([N:34]1[CH2:35][CH2:36][CH:31]([O:30][C:25]2[CH:24]=[CH:23][C:22]([C:19]3[N:18]=[CH:17][N:16]=[C:15]4[C:20]=3[N:21]=[C:13]([C:10]3[CH:9]=[CH:8][C:7]([N:4]5[CH2:5][CH2:6][O:1][CH2:2][CH2:3]5)=[CH:12][CH:11]=3)[NH:14]4)=[CH:29][C:26]=2[C:27]#[N:28])[CH2:32][CH2:33]1)=[O:37]. Given the reactants [O:1]1[CH2:6][CH2:5][N:4]([C:7]2[CH:12]=[CH:11][C:10]([C:13]3[NH:14][C:15]4[C:20]([N:21]=3)=[C:19]([C:22]3[CH:23]=[CH:24][C:25]([O:30][CH:31]5[CH2:36][CH2:35][NH:34][CH2:33][CH2:32]5)=[C:26]([CH:29]=3)[C:27]#[N:28])[N:18]=[CH:17][N:16]=4)=[CH:9][CH:8]=2)[CH2:3][CH2:2]1.[OH:37][CH2:38][C:39](O)=[O:40].CCN(C(C)C)C(C)C.CN(C(ON1N=NC2C=CC=NC1=2)=[N+](C)C)C.F[P-](F)(F)(F)(F)F, predict the reaction product. (3) Given the reactants [CH2:1]([NH2:9])[CH2:2][C:3]1[CH:8]=[CH:7][CH:6]=[CH:5][CH:4]=1.[CH:10]1([CH2:16][CH2:17][CH2:18][C:19]([OH:21])=O)[CH2:15][CH2:14][CH2:13][CH2:12][CH2:11]1.C(N=C=NC(C)C)(C)C.OC1C2N=NNC=2C=CC=1.[Cl:41][S:42](O)(=[O:44])=[O:43], predict the reaction product. The product is: [CH:10]1([CH2:16][CH2:17][CH2:18][C:19]([NH:9][CH2:1][CH2:2][C:3]2[CH:8]=[CH:7][C:6]([S:42]([Cl:41])(=[O:44])=[O:43])=[CH:5][CH:4]=2)=[O:21])[CH2:15][CH2:14][CH2:13][CH2:12][CH2:11]1. (4) Given the reactants C1C(=O)N([Br:8])C(=O)C1.CC([O-])=O.[Na+].[F:14][C:15]1[CH:20]=[C:19]([CH:21]2[CH:26]([N+:27]([O-:29])=[O:28])[CH2:25][CH:24]=[C:23]([O:30]C)[CH2:22]2)[C:18]([F:32])=[CH:17][C:16]=1[F:33], predict the reaction product. The product is: [Br:8][CH:24]1[CH2:25][CH:26]([N+:27]([O-:29])=[O:28])[CH:21]([C:19]2[CH:20]=[C:15]([F:14])[C:16]([F:33])=[CH:17][C:18]=2[F:32])[CH2:22][C:23]1=[O:30].